This data is from Peptide-MHC class II binding affinity with 134,281 pairs from IEDB. The task is: Regression. Given a peptide amino acid sequence and an MHC pseudo amino acid sequence, predict their binding affinity value. This is MHC class II binding data. (1) The peptide sequence is YLPKPPKPVSKLRLATPLLLQALPL. The MHC is H-2-IAs with pseudo-sequence H-2-IAs. The binding affinity (normalized) is 0.327. (2) The peptide sequence is GELQIVDKIDAAPKI. The MHC is DRB1_0401 with pseudo-sequence DRB1_0401. The binding affinity (normalized) is 0.496. (3) The peptide sequence is VDCRPFNGGESKLKA. The MHC is DRB1_0701 with pseudo-sequence DRB1_0701. The binding affinity (normalized) is 0.233. (4) The peptide sequence is NLLANVYHQINHLKT. The MHC is DRB4_0101 with pseudo-sequence DRB4_0103. The binding affinity (normalized) is 0.258. (5) The MHC is DRB1_0401 with pseudo-sequence DRB1_0401. The peptide sequence is YDKFLAKVSTVLTGK. The binding affinity (normalized) is 0.548. (6) The peptide sequence is KASPVLAFPAGVCPT. The MHC is HLA-DPA10201-DPB10101 with pseudo-sequence HLA-DPA10201-DPB10101. The binding affinity (normalized) is 0.167. (7) The peptide sequence is SQDLELSWNVNGLQAY. The MHC is DRB1_0401 with pseudo-sequence DRB1_0401. The binding affinity (normalized) is 0.603. (8) The peptide sequence is PANDKFTVFEAAFNN. The MHC is HLA-DQA10201-DQB10202 with pseudo-sequence HLA-DQA10201-DQB10202. The binding affinity (normalized) is 0.635. (9) The peptide sequence is GELQFVDKIDAAFKI. The MHC is DRB1_0701 with pseudo-sequence DRB1_0701. The binding affinity (normalized) is 0.819. (10) The peptide sequence is YDEPMTPGQCNMVVE. The binding affinity (normalized) is 0.207. The MHC is DRB1_0401 with pseudo-sequence DRB1_0401.